This data is from Forward reaction prediction with 1.9M reactions from USPTO patents (1976-2016). The task is: Predict the product of the given reaction. (1) Given the reactants [C@@H:1]12[N:8]([CH3:9])[C@@H:5]([CH2:6][CH2:7]1)[CH2:4][CH:3]([OH:10])[CH2:2]2.[Cl:11][C:12]1[CH:17]=[C:16]([N+:18]([O-:20])=[O:19])[CH:15]=[CH:14][C:13]=1O.C1(P(C2C=CC=CC=2)C2C=CC=CC=2)C=CC=CC=1.N(C(OCC)=O)=NC(OCC)=O, predict the reaction product. The product is: [Cl:11][C:12]1[CH:17]=[C:16]([N+:18]([O-:20])=[O:19])[CH:15]=[CH:14][C:13]=1[O:10][CH:3]1[CH2:2][C@H:1]2[N:8]([CH3:9])[C@H:5]([CH2:6][CH2:7]2)[CH2:4]1. (2) Given the reactants [C:1]([C:3]1[CH:12]=[C:11]2[C:6]([CH:7]=[CH:8][C:9](=[O:30])[N:10]2[CH2:13][CH2:14][N:15]2[CH2:20][CH2:19][CH:18]([NH:21]C(=O)OC(C)(C)C)[CH:17]([F:29])[CH2:16]2)=[CH:5][CH:4]=1)#[N:2].FC(F)(F)C(O)=O, predict the reaction product. The product is: [NH2:21][CH:18]1[CH2:19][CH2:20][N:15]([CH2:14][CH2:13][N:10]2[C:11]3[C:6](=[CH:5][CH:4]=[C:3]([C:1]#[N:2])[CH:12]=3)[CH:7]=[CH:8][C:9]2=[O:30])[CH2:16][CH:17]1[F:29]. (3) Given the reactants C([O:8][C:9]1[C:14]([N+:15]([O-:17])=[O:16])=[C:13]([C:18]2[CH:23]=[CH:22][C:21]([O:24][CH:25]([F:27])[F:26])=[CH:20][C:19]=2[Cl:28])[CH:12]=[CH:11][N:10]=1)C1C=CC=CC=1, predict the reaction product. The product is: [Cl:28][C:19]1[CH:20]=[C:21]([O:24][CH:25]([F:27])[F:26])[CH:22]=[CH:23][C:18]=1[C:13]1[CH:14]([N+:15]([O-:17])=[O:16])[C:9](=[O:8])[N:10]=[CH:11][CH:12]=1. (4) The product is: [F:1][C:2]1[CH:7]=[CH:6][C:5]([C:8]2[C:9]([CH2:10][CH2:11][N:12]3[CH2:17][CH2:16][O:15][CH2:14][CH2:13]3)=[CH:18][NH:23][N:22]=2)=[CH:4][CH:3]=1. Given the reactants [F:1][C:2]1[CH:7]=[CH:6][C:5]([C:8](=O)[C:9](=[CH:18]O)[CH2:10][CH2:11][N:12]2[CH2:17][CH2:16][O:15][CH2:14][CH2:13]2)=[CH:4][CH:3]=1.O.[NH2:22][NH2:23].O, predict the reaction product. (5) Given the reactants [CH3:1][CH:2]([C:8](=[O:10])[CH3:9])[C:3]([O:5][CH2:6][CH3:7])=[O:4].CC1C=CC(S(O[CH:22]2[CH2:26][CH2:25][CH2:24][CH:23]2[CH3:27])(=O)=O)=CC=1, predict the reaction product. The product is: [CH3:1][C:2]([CH:22]1[CH2:26][CH2:25][CH2:24][CH:23]1[CH3:27])([C:8](=[O:10])[CH3:9])[C:3]([O:5][CH2:6][CH3:7])=[O:4]. (6) Given the reactants [NH2:1][C:2]1[CH:7]=[CH:6][C:5]([CH2:8][C:9]([O:11][CH3:12])=[O:10])=[C:4]([F:13])[C:3]=1[OH:14].[C:15]1([N:25]=[C:26]=S)[C:24]2[C:19](=[CH:20][CH:21]=[CH:22][CH:23]=2)[CH:18]=[CH:17][CH:16]=1, predict the reaction product. The product is: [C:15]1([NH:25][C:26]2[O:14][C:3]3[C:4]([F:13])=[C:5]([CH2:8][C:9]([O:11][CH3:12])=[O:10])[CH:6]=[CH:7][C:2]=3[N:1]=2)[C:24]2[C:19](=[CH:20][CH:21]=[CH:22][CH:23]=2)[CH:18]=[CH:17][CH:16]=1. (7) Given the reactants [Br:1][C:2]1[C:11]2[C:6](=[CH:7][CH:8]=[CH:9][C:10]=2[N+:12]([O-])=O)[CH:5]=[N:4][CH:3]=1.Cl.[OH-].[Na+], predict the reaction product. The product is: [Br:1][C:2]1[C:11]2[C:6](=[CH:7][CH:8]=[CH:9][C:10]=2[NH2:12])[CH:5]=[N:4][CH:3]=1. (8) Given the reactants FC(F)(F)C(O)=O.[CH3:8][S:9]([C:11]1[CH:16]=[CH:15][C:14]([C:17]2[N:22]=[CH:21][C:20]([O:23][CH2:24][CH:25]3[CH2:30][CH2:29][N:28]([C:31]([O:33][CH:34]([CH3:36])[CH3:35])=[O:32])[CH2:27][CH2:26]3)=[CH:19][CH:18]=2)=[CH:13][CH:12]=1)=[O:10].C(=O)=O, predict the reaction product. The product is: [CH3:8][S@:9]([C:11]1[CH:16]=[CH:15][C:14]([C:17]2[N:22]=[CH:21][C:20]([O:23][CH2:24][CH:25]3[CH2:30][CH2:29][N:28]([C:31]([O:33][CH:34]([CH3:36])[CH3:35])=[O:32])[CH2:27][CH2:26]3)=[CH:19][CH:18]=2)=[CH:13][CH:12]=1)=[O:10]. (9) Given the reactants [CH:1]1[C:2]([C:10]([O:12][CH2:13][CH3:14])=[O:11])=[CH:3][N:4]2[C:9]=1[CH:8]=[CH:7][CH:6]=[CH:5]2.C([O-])([O-])=O.[Cs+].[Cs+].Cl[C:22]1[CH:27]=[CH:26][CH:25]=[CH:24][C:23]=1[CH3:28], predict the reaction product. The product is: [CH3:28][C:23]1[CH:24]=[CH:25][CH:26]=[CH:27][C:22]=1[C:3]1[N:4]2[C:9]([CH:8]=[CH:7][CH:6]=[CH:5]2)=[CH:1][C:2]=1[C:10]([O:12][CH2:13][CH3:14])=[O:11]. (10) Given the reactants [CH:1]1([NH:4][C:5]([NH:7][C:8]2[CH:13]=[CH:12][C:11]([O:14][C:15]3[CH:20]=[CH:19][N:18]=[C:17]4[CH:21]=[C:22]([C:24]5[CH:29]=[CH:28][C:27]([CH:30]=[O:31])=[CH:26][N:25]=5)[S:23][C:16]=34)=[C:10]([F:32])[CH:9]=2)=[O:6])[CH2:3][CH2:2]1.[OH:33]OS([O-])=O.[K+].Cl, predict the reaction product. The product is: [CH:1]1([NH:4][C:5](=[O:6])[NH:7][C:8]2[CH:13]=[CH:12][C:11]([O:14][C:15]3[CH:20]=[CH:19][N:18]=[C:17]4[CH:21]=[C:22]([C:24]5[CH:29]=[CH:28][C:27]([C:30]([OH:33])=[O:31])=[CH:26][N:25]=5)[S:23][C:16]=34)=[C:10]([F:32])[CH:9]=2)[CH2:2][CH2:3]1.